Dataset: Human Reference Interactome with 51,813 positive PPI pairs across 8,248 proteins, plus equal number of experimentally-validated negative pairs. Task: Binary Classification. Given two protein amino acid sequences, predict whether they physically interact or not. (1) Protein 1 (ENSG00000167208) has sequence MASPEHPGSPGCMGPITQCTARTQQEAPATGPDLPHPGPDGHLDTHSGLSSNSSMTTRELQQYWQNQKCRWKHVKLLFEIASARIEERKVSKFVMGKSRPGEMTYPGSRGETGTAPEPDPRCPRQSDML*MASPEHPGSPGCMGPITQCTARTQQEAPATGPDLPHPGPDGHLDTHSGLSSNSSMTTRELQQYWQNQKCRWKHVKLLFEIASARIEERKVSKFVVYQIIVIQTGSFDNNKAVLERRYSDFAKLQKALLKTFREEIEDVEFPRKHLTGNFAEEMICERRRALQEYLGLLYA.... Protein 2 (ENSG00000185247) has sequence MSKVSTMFSEDDFQSTERAPYGPQLQWSQDLPRVQVFREQANLEDRSPRRTQRITGGEQVLWGPITQIFPTVRPADLTRVIMPLEQRSQHCKPEEGLQAQEEDLGLVGAQALQAEEQEAAFFSSTLNVGTLEELPAAESPSPPQSPQEESFSPTAMDAIFGSLSDEGSGSQEKEGPSTSPDLIDPESFSQDILHDKIIDLVHLLLRKYRVKGLITKAEMLGSVIKNYEDYFPEIFREASVCMQLLFGIDVKEVDPTSHSYVLVTSLNLSYDGIQCNEQSMPKSGLLIIVLGVIFMEGNCI.... Result: 1 (the proteins interact). (2) Protein 1 (ENSG00000147408) has sequence MMMVRRGLLAWISRVVVLLVLLCCAISVLYMLACTPKGDEEQLALPRANSPTGKEGYQAVLQEWEEQHRNYVSSLKRQIAQLKEELQERSEQLRNGQYQASDAAGLGLDRSPPEKTQADLLAFLHSQVDKAEVNAGVKLATEYAAVPFDSFTLQKVYQLETGLTRHPEEKPVRKDKRDELVEAIESALETLNSPAENSPNHRPYTASDFIEGIYRTERDKGTLYELTFKGDHKHEFKRLILFRPFGPIMKVKNEKLNMANTLINVIVPLAKRVDKFRQFMQNFREMCIEQDGRVHLTVVY.... Protein 2 (ENSG00000170043) has sequence MTVHNLYLFDRNGVCLHYSEWHRKKQAGIPKEEEYKLMYGMLFSIRSFVSKMSPLDMKDGFLAFQTSRYKLHYYETPTGIKVVMNTDLGVGPIRDVLHHIYSALYVELVVKNPLCPLGQTVQSELFRSRLDSYVRSLPFFSARAG*MTVHNLYLFDRNGVCLHYSEWHRKKQAGIPKEEEGWLPGLPN*MTVHNLYLFDRNGVCLHYSEWHRKKQAGIPKEEEYKLMYGMLFSIRSFVSKMSPLDMKDGFLAFQTSRYKLHYYETPTGIKVVMNTDLGVGPIRDMTVHNLYLFDRNGVCL.... Result: 0 (the proteins do not interact). (3) Protein 1 (ENSG00000113356) has sequence MAGNKGRGRAAYTFNIEAVGFSKGEKLPDVVLKPPPLFPDTDYKPVPLKTGEGEEYMLALKQELRETMKRMPYFIETPEERQDIERYSKRYMKVYKEEWIPDWRRLPREMMPRNKCKKGTLTNIIVIQQAQNPKRQKTQAKAHHSLILKMC*MAGNKGRGRAAYTFNIEAVGFSKGEKLPDVVLKPPPLFPDTDYKPVPLKTGEGEEYMLALKQELRETMKRMPYFIETPEERQDIERYSKRYMKVYKEEWIPDWRRLPREMMPRNKCKKAGPKPKKAKDAGKGTPLTNTEDVLKKMEEL.... Protein 2 (ENSG00000182831) has sequence MEERKEEGEAEIQEHGPEHWFSKWERQCLAEAEQDEQLPPELQEEAAAAAQPEHKQQKLWHLFQNSATAVAQLYKDRVCQQPGLSLWVPFQNAATAVTNLYKESVDTHQRSFDIGIQIGYQRRNKDVLAWVKKRRRTIRREDLISFLCGKVPPPRNSRAPPRLTVVSPNRATSTETSSSVETDLQPFREAIALHGLSGAMASISVRSSTPGSPTHVSSGSNASRRRNGLHDVDLNTFISEEMALHLDNGGTRKRTSAQCGDVITDSPTHKRNRMI*XAQPEHKQQKLWHLFQNSATAVAQ.... Result: 0 (the proteins do not interact). (4) Protein 1 (ENSG00000139209) has sequence MDPMELRNVNIEPDDESSSGESAPDSYIGIGNSEKAAMSSQFANEDTESQKFLTNGFLGKKKLADYADEHHPGTTSFGMSSFNLSNAIMGSGILGLSYAMANTGIILFIIMLLAVAILSLYSVHLLLKTAKEGGSLIYEKLGEKAFGWPGKIGAFVSITMQNIGAMSSYLFIIKYELPEVIRAFMGLEENTGEWYLNGNYLIIFVSVGIILPLSLLKNLGYLGYTSGFSLTCMVFFVSVVIYKKFQIPCPLPVLDHSVGNLSFNNTLPMHVVMLPNNSESSDVNFMMDYTHRNPAGLDEN.... Protein 2 (ENSG00000130748) has sequence MGGGWWWARAARLARLRFRRSLLPPQRPRSGGARGSFAPGHGPRAGASPPPVSELDRADAWLLRKAHETAFLSWFRNGLLASGIGVISFMQSDMGREAAYGFFLLGGLCVVWGSASYAVGLAALRGPMQLTLGGAAVGAGAVLAASLLWACAVGLYMGQLELDVELVPEDDGTASAEGPDEAGRPPPE*. Result: 0 (the proteins do not interact). (5) Protein 1 (ENSG00000198885) has sequence MTTDSYSPTSPDAEASMAVISLLFLAVMYVVHHPLMVSDRMDLDTLARSRQLEKRMSEEMRLLEMEFEERKRAAEQRQKAENFWTGDTSSDQLVLGKKDMGWPFQADGQEGPLGWMLGNLWNTGLFCLFLVFELLRQNMQHEPAFDSSSEEEEEEVRVVPVTSYNWLTDFPSQEALDSFYKHYVQNAIRDLPCTCEFVESFVDDLIEACRVLSRQEAHPQLEDCLGIGAAFEKWGTLHETQKFDILVPIVPPQGTMFVLEMRDPALGRRCGCVLVESECVCKREKLLGDVLCLVHHHRDP.... Protein 2 (ENSG00000174808) has sequence MDRAARCSGASSLPLLLALALGLVILHCVVADGNSTRSPETNGLLCGDPEENCAATTTQSKRKGHFSRCPKQYKHYCIKGRCRFVVAEQTPSCVCDEGYIGARCERVDLFYLRGDRGQILVICLIAVMVVFIILVIGVCTCCHPLRKRRKRKKKEEEMETLGKDITPINEDIEETNIA*XLVILHCVVADGNSTRSPETNGLLCGDPEENCAATTTQSKRKGHFSRCPKQYKHYCIKGRCRFVVAEQTPSCVPLRKRRKRKKKEEEMETLGKDITPINEDIEETNIA*. Result: 0 (the proteins do not interact).